The task is: Predict the reaction yield, written as a fraction of the theoretical maximum amount of product (1.0 means a 100% yield; for example, 0.34 means a 34% yield).. This data is from Reaction yield outcomes from USPTO patents with 853,638 reactions. The reactants are [CH2:1]([C:8]1[O:9][C:10]2[CH:30]=[CH:29][CH:28]=[CH:27][C:11]=2[C:12]=1[C:13]1[CH:18]=[CH:17][C:16]([C:19]2[CH:24]=[CH:23][C:22]([CH2:25]O)=[CH:21][CH:20]=2)=[CH:15][CH:14]=1)[C:2]1[CH:7]=[CH:6][CH:5]=[CH:4][CH:3]=1.[Br:31]P(Br)(C1C=CC=CC=1)(C1C=CC=CC=1)C1C=CC=CC=1.O. The catalyst is C(#N)C. The product is [CH2:1]([C:8]1[O:9][C:10]2[CH:30]=[CH:29][CH:28]=[CH:27][C:11]=2[C:12]=1[C:13]1[CH:18]=[CH:17][C:16]([C:19]2[CH:24]=[CH:23][C:22]([CH2:25][Br:31])=[CH:21][CH:20]=2)=[CH:15][CH:14]=1)[C:2]1[CH:7]=[CH:6][CH:5]=[CH:4][CH:3]=1. The yield is 0.870.